Predict the reactants needed to synthesize the given product. From a dataset of Full USPTO retrosynthesis dataset with 1.9M reactions from patents (1976-2016). (1) Given the product [SH:10][C:9]1[CH:14]=[C:5]([O:4][CH3:3])[CH:6]=[CH:7][C:8]=1[OH:12], predict the reactants needed to synthesize it. The reactants are: [OH-].[Na+].[CH3:3][O:4][C:5]1[CH:6]=[CH:7][C:8]2[O:12]C(=O)[S:10][C:9]=2[CH:14]=1.Cl. (2) Given the product [ClH:18].[NH2:19][C:12]([C:3]1[CH:4]=[CH:5][CH:6]=[C:7]([C:8]([F:11])([F:10])[F:9])[C:2]=1[F:1])([CH3:13])[C:15]([NH2:16])=[O:21], predict the reactants needed to synthesize it. The reactants are: [F:1][C:2]1[C:7]([C:8]([F:11])([F:10])[F:9])=[CH:6][CH:5]=[CH:4][C:3]=1[C:12](=O)[CH3:13].[C-:15]#[N:16].[Na+].[Cl-:18].[NH4+:19].N.[OH2:21]. (3) Given the product [CH3:21][N:22]1[CH:26]=[CH:25][C:24]([NH:27][C:12](=[O:14])[CH:11]([N:6]2[C:7]3[C:3](=[C:2]([Cl:1])[CH:10]=[CH:9][CH:8]=3)[C:4](=[O:20])[C:5]2=[O:19])[CH2:15][CH:16]([CH3:18])[CH3:17])=[N:23]1, predict the reactants needed to synthesize it. The reactants are: [Cl:1][C:2]1[CH:10]=[CH:9][CH:8]=[C:7]2[C:3]=1[C:4](=[O:20])[C:5](=[O:19])[N:6]2[CH:11]([CH2:15][CH:16]([CH3:18])[CH3:17])[C:12]([OH:14])=O.[CH3:21][N:22]1[CH:26]=[CH:25][C:24]([NH2:27])=[N:23]1.C(N(CC)C(C)C)(C)C.F[P-](F)(F)(F)(F)F.N1(O[P+](N(C)C)(N(C)C)N(C)C)C2C=CC=CC=2N=N1. (4) Given the product [C:38]1([CH3:48])[CH:39]=[CH:40][C:41]([S:44]([OH:47])(=[O:45])=[O:46])=[CH:42][CH:43]=1.[F:1][C:2]1[CH:7]=[CH:6][C:5]([C:8]2[N:9]=[C:10]([CH:14]3[CH2:19][CH2:18][N:17]([C:20]4[N:25]=[CH:24][N:23]=[C:22]5[NH:26][N:27]=[CH:28][C:21]=45)[CH2:16][CH2:15]3)[N:11]([CH3:13])[CH:12]=2)=[CH:4][C:3]=1[C:29]([F:31])([F:30])[F:32], predict the reactants needed to synthesize it. The reactants are: [F:1][C:2]1[CH:7]=[CH:6][C:5]([C:8]2[N:9]=[C:10]([CH:14]3[CH2:19][CH2:18][N:17]([C:20]4[N:25]=[CH:24][N:23]=[C:22]5[NH:26][N:27]=[CH:28][C:21]=45)[CH2:16][CH2:15]3)[N:11]([CH3:13])[CH:12]=2)=[CH:4][C:3]=1[C:29]([F:32])([F:31])[F:30].CC(C)=O.O.[C:38]1([CH3:48])[CH:43]=[CH:42][C:41]([S:44]([OH:47])(=[O:46])=[O:45])=[CH:40][CH:39]=1.